Dataset: Catalyst prediction with 721,799 reactions and 888 catalyst types from USPTO. Task: Predict which catalyst facilitates the given reaction. (1) Reactant: [C:1]([O:5][C:6]([NH:8][C@@H:9]([C:19]([OH:21])=O)[CH2:10][C:11]1[CH:16]=[CH:15][C:14]([C:17]#[N:18])=[CH:13][CH:12]=1)=[O:7])([CH3:4])([CH3:3])[CH3:2].CCN(C(C)C)C(C)C.Cl.[CH3:32][O:33][C:34]1[CH:35]=[C:36]([C:42]2[C@@H:51]3[C@@H:46]([CH2:47][CH2:48][CH2:49][CH2:50]3)[C:45](=[O:52])[N:44]([CH:53]3[CH2:58][CH2:57][NH:56][CH2:55][CH2:54]3)[N:43]=2)[CH:37]=[CH:38][C:39]=1[O:40][CH3:41].CCOC(C(C#N)=NOC(N1CCOCC1)=[N+](C)C)=O.F[P-](F)(F)(F)(F)F.C(=O)(O)[O-].[Na+]. Product: [C:17]([C:14]1[CH:13]=[CH:12][C:11]([CH2:10][C@@H:9]([NH:8][C:6](=[O:7])[O:5][C:1]([CH3:2])([CH3:3])[CH3:4])[C:19]([N:56]2[CH2:57][CH2:58][CH:53]([N:44]3[N:43]=[C:42]([C:36]4[CH:37]=[CH:38][C:39]([O:40][CH3:41])=[C:34]([O:33][CH3:32])[CH:35]=4)[C@@H:51]4[C@@H:46]([CH2:47][CH2:48][CH2:49][CH2:50]4)[C:45]3=[O:52])[CH2:54][CH2:55]2)=[O:21])=[CH:16][CH:15]=1)#[N:18]. The catalyst class is: 2. (2) Reactant: [F:1][C:2]1[CH:7]=[CH:6][C:5]([C:8](Cl)=[N:9][OH:10])=[CH:4][CH:3]=1.[Cl:12][C:13]1[C:22]([N+:23]([O-:25])=[O:24])=[C:21]([NH:26][CH2:27][C:28]#[CH:29])[C:20]2[C:15](=[CH:16][CH:17]=[CH:18][CH:19]=2)[N:14]=1.C(N(CC)CC)C. Product: [Cl:12][C:13]1[C:22]([N+:23]([O-:25])=[O:24])=[C:21]([NH:26][CH2:27][C:28]2[O:10][N:9]=[C:8]([C:5]3[CH:6]=[CH:7][C:2]([F:1])=[CH:3][CH:4]=3)[CH:29]=2)[C:20]2[C:15](=[CH:16][CH:17]=[CH:18][CH:19]=2)[N:14]=1. The catalyst class is: 4. (3) Reactant: [NH2:1][C:2]1[C:6]2[CH:7]=[C:8]([CH:20]=O)[C:9]([N:12]3[CH2:17][C@H:16]([CH3:18])[O:15][C@H:14]([CH3:19])[CH2:13]3)=[C:10]([F:11])[C:5]=2[O:4][N:3]=1.[NH:22]1[C:29](=[O:30])[CH2:28][C:26](=[O:27])[NH:25][C:23]1=[O:24]. Product: [NH2:1][C:2]1[C:6]2[CH:7]=[C:8]3[C:9](=[C:10]([F:11])[C:5]=2[O:4][N:3]=1)[N:12]1[CH2:13][C@@H:14]([CH3:19])[O:15][C@@H:16]([CH3:18])[C@@H:17]1[C:28]1([C:26](=[O:27])[NH:25][C:23](=[O:24])[NH:22][C:29]1=[O:30])[CH2:20]3. The catalyst class is: 41. (4) Reactant: [CH3:1][N:2]([CH3:32])[C:3]1([C:25]2[CH:30]=[CH:29][CH:28]=[C:27]([F:31])[CH:26]=2)[CH2:8][CH2:7][C:6](=[CH:9][C:10]([NH:12][CH:13]([CH3:24])[CH2:14][C:15]2[C:23]3[C:18](=[CH:19][CH:20]=[CH:21][CH:22]=3)[NH:17][CH:16]=2)=[O:11])[CH2:5][CH2:4]1. Product: [CH3:32][N:2]([CH3:1])[C:3]1([C:25]2[CH:30]=[CH:29][CH:28]=[C:27]([F:31])[CH:26]=2)[CH2:8][CH2:7][CH:6]([CH2:9][C:10]([NH:12][CH:13]([CH3:24])[CH2:14][C:15]2[C:23]3[C:18](=[CH:19][CH:20]=[CH:21][CH:22]=3)[NH:17][CH:16]=2)=[O:11])[CH2:5][CH2:4]1. The catalyst class is: 43. (5) Reactant: [NH2:1][CH2:2][C:3]([OH:5])=[O:4].[OH-].[Na+].[O:8]1[CH2:19][C@@H:9]1[CH2:10][O:11][CH2:12][C:13]1[CH:18]=[CH:17][CH:16]=[CH:15][CH:14]=1.[C:20](O[C:20]([O:22][C:23]([CH3:26])([CH3:25])[CH3:24])=[O:21])([O:22][C:23]([CH3:26])([CH3:25])[CH3:24])=[O:21]. Product: [CH2:12]([O:11][CH2:10][C@H:9]([OH:8])[CH2:19][N:1]([C:20]([O:22][C:23]([CH3:26])([CH3:25])[CH3:24])=[O:21])[CH2:2][C:3]([OH:5])=[O:4])[C:13]1[CH:18]=[CH:17][CH:16]=[CH:15][CH:14]=1. The catalyst class is: 12. (6) Reactant: Cl[C:2]1[CH:7]=[C:6]([O:8][CH2:9][C:10]#[C:11][CH3:12])[N:5]=[CH:4][N:3]=1.C(=O)([O-])[O-].[K+].[K+].[C:19]([C:21]1[CH:26]=[CH:25][C:24]([OH:27])=[CH:23][CH:22]=1)#[N:20].[Cl-].[NH4+]. Product: [CH2:9]([O:8][C:6]1[CH:7]=[C:2]([O:27][C:24]2[CH:25]=[CH:26][C:21]([C:19]#[N:20])=[CH:22][CH:23]=2)[N:3]=[CH:4][N:5]=1)[C:10]#[C:11][CH3:12]. The catalyst class is: 9. (7) Reactant: C([Mg]Cl)(C)C.[Li]CCCC.Br[C:12]1[C:17]([CH3:18])=[CH:16][C:15]([N:19]([CH3:21])[CH3:20])=[CH:14][C:13]=1[F:22].[C:23](=[O:25])=[O:24].[OH-].[Na+]. Product: [CH3:20][N:19]([CH3:21])[C:15]1[CH:16]=[C:17]([CH3:18])[C:12]([C:23]([OH:25])=[O:24])=[C:13]([F:22])[CH:14]=1. The catalyst class is: 1. (8) Reactant: [C:1]([O:6][C:7]1([CH2:12][CH3:13])[CH2:11][CH2:10][CH2:9][CH2:8]1)(=[O:5])[C:2]([CH3:4])=[CH2:3].[C:14]([O:19][CH:20]1[CH:27]2[CH2:28][CH:23]3[CH2:24][CH:25]([CH2:29][C:21]1([CH:30]([CH3:32])[CH3:31])[CH2:22]3)[CH2:26]2)(=[O:18])[C:15]([CH3:17])=[CH2:16].C(OC1CCOC1=O)(=O)C(C)=C.[C:45]([O:50][C:51]12[CH2:60][CH:55]3[CH2:56][CH:57]([CH2:59][C:53]([OH:61])([CH2:54]3)[CH2:52]1)[CH2:58]2)(=[O:49])[C:46]([CH3:48])=[CH2:47]. Product: [C:14]([O:19][CH:20]1[CH:27]2[CH2:26][CH:25]3[CH2:24][CH:23]([CH2:22][C:21]1([CH:30]([CH3:32])[CH3:31])[CH2:29]3)[CH2:28]2)(=[O:18])[C:15]([CH3:17])=[CH2:16].[C:1]([O:6][C:7]1([CH2:12][CH3:13])[CH2:11][CH2:10][CH2:9][CH2:8]1)(=[O:5])[C:2]([CH3:4])=[CH2:3].[C:45]([O:50][C:51]12[CH2:58][CH:57]3[CH2:56][CH:55]([CH2:54][C:53]([OH:61])([CH2:59]3)[CH2:52]1)[CH2:60]2)(=[O:49])[C:46]([CH3:48])=[CH2:47]. The catalyst class is: 7. (9) Reactant: Br[CH2:2][C:3]([NH:5][C:6]1[C:11]([N+:12]([O-:14])=[O:13])=[CH:10][CH:9]=[CH:8][C:7]=1[O:15][CH3:16])=[O:4].[NH:17]1[CH2:22][CH2:21][O:20][CH2:19][CH2:18]1. The catalyst class is: 1. Product: [CH3:16][O:15][C:7]1[CH:8]=[CH:9][CH:10]=[C:11]([N+:12]([O-:14])=[O:13])[C:6]=1[NH:5][C:3](=[O:4])[CH2:2][N:17]1[CH2:22][CH2:21][O:20][CH2:19][CH2:18]1. (10) Reactant: [CH:1]1([CH:4]([C:11]2[CH:16]=[CH:15][CH:14]=[C:13]([CH2:17][O:18][C:19]3[CH:20]=[C:21]([C:34]4[CH:39]=[CH:38][C:37]([C:40]([F:43])([F:42])[F:41])=[CH:36][CH:35]=4)[C:22]([C:25]4[CH:30]=[C:29]([O:31][CH3:32])[CH:28]=[CH:27][C:26]=4[F:33])=[CH:23][CH:24]=3)[CH:12]=2)[CH2:5][C:6]([O:8]CC)=[O:7])[CH2:3][CH2:2]1.[OH-].[Na+].Cl. Product: [CH:1]1([CH:4]([C:11]2[CH:16]=[CH:15][CH:14]=[C:13]([CH2:17][O:18][C:19]3[CH:20]=[C:21]([C:34]4[CH:35]=[CH:36][C:37]([C:40]([F:43])([F:41])[F:42])=[CH:38][CH:39]=4)[C:22]([C:25]4[CH:30]=[C:29]([O:31][CH3:32])[CH:28]=[CH:27][C:26]=4[F:33])=[CH:23][CH:24]=3)[CH:12]=2)[CH2:5][C:6]([OH:8])=[O:7])[CH2:2][CH2:3]1. The catalyst class is: 8.